Dataset: Catalyst prediction with 721,799 reactions and 888 catalyst types from USPTO. Task: Predict which catalyst facilitates the given reaction. (1) Reactant: [O:1]=[C:2]1[CH2:6][CH2:5][CH2:4][N:3]1[CH2:7][C:8]([O:10]C)=O.[NH2:12][NH2:13]. Product: [NH2:12][NH:13][C:8](=[O:10])[CH2:7][N:3]1[CH2:4][CH2:5][CH2:6][C:2]1=[O:1]. The catalyst class is: 8. (2) Reactant: [CH3:1][NH:2][C:3]([C:5]1[C:9]([N+:10]([O-])=O)=[CH:8][N:7]([CH3:13])[N:6]=1)=[O:4]. Product: [CH3:1][NH:2][C:3]([C:5]1[C:9]([NH2:10])=[CH:8][N:7]([CH3:13])[N:6]=1)=[O:4]. The catalyst class is: 29. (3) Reactant: [F:1][C:2]([F:33])([F:32])[C:3]1[CH:4]=[CH:5][C:6]([C:9]2[CH:10]=[C:11]([C@H:15]3[CH2:19][C:18]4([CH2:24][CH2:23][N:22](C(OC(C)(C)C)=O)[CH2:21][CH2:20]4)[O:17][CH2:16]3)[CH:12]=[CH:13][CH:14]=2)=[N:7][CH:8]=1.[ClH:34]. Product: [ClH:34].[ClH:34].[F:33][C:2]([F:1])([F:32])[C:3]1[CH:4]=[CH:5][C:6]([C:9]2[CH:10]=[C:11]([C@H:15]3[CH2:19][C:18]4([CH2:20][CH2:21][NH:22][CH2:23][CH2:24]4)[O:17][CH2:16]3)[CH:12]=[CH:13][CH:14]=2)=[N:7][CH:8]=1. The catalyst class is: 2. (4) Reactant: [Li+].C[Si]([N-][Si](C)(C)C)(C)C.C1COCC1.[N+:16]([CH2:18][C:19]([O:21]C)=O)#[C-].[Br:23][C:24]1[CH:29]=[CH:28][C:27]([F:30])=[CH:26][C:25]=1[CH2:31]C(Cl)=O. Product: [NH2:16][CH2:18][C:19](=[O:21])[CH2:31][C:25]1[CH:26]=[C:27]([F:30])[CH:28]=[CH:29][C:24]=1[Br:23]. The catalyst class is: 1. (5) Reactant: [C:1]12([C:11]3[CH:16]=[C:15](I)[CH:14]=[CH:13][C:12]=3[O:18][CH3:19])[CH2:10][CH:5]3[CH2:6][CH:7]([CH2:9][CH:3]([CH2:4]3)[CH2:2]1)[CH2:8]2.[Br:20][C:21]1[CH:26]=[CH:25][C:24](B(O)O)=[CH:23][CH:22]=1.C([O-])(O)=O.[Na+]. Product: [Br:20][C:21]1[CH:26]=[CH:25][C:24]([C:15]2[CH:14]=[CH:13][C:12]([O:18][CH3:19])=[C:11]([C:1]34[CH2:8][CH:7]5[CH2:9][CH:3]([CH2:4][CH:5]([CH2:6]5)[CH2:10]3)[CH2:2]4)[CH:16]=2)=[CH:23][CH:22]=1. The catalyst class is: 38.